Dataset: Peptide-MHC class II binding affinity with 134,281 pairs from IEDB. Task: Regression. Given a peptide amino acid sequence and an MHC pseudo amino acid sequence, predict their binding affinity value. This is MHC class II binding data. (1) The peptide sequence is ADKVAYALAQGLKVI. The MHC is DRB1_0901 with pseudo-sequence DRB1_0901. The binding affinity (normalized) is 1.00. (2) The peptide sequence is QKWDATATELNNALQ. The MHC is DRB1_0404 with pseudo-sequence DRB1_0404. The binding affinity (normalized) is 0.260. (3) The peptide sequence is ISKYAGINILNVYSP. The MHC is DRB1_0401 with pseudo-sequence DRB1_0401. The binding affinity (normalized) is 0.840. (4) The peptide sequence is SCWAFSGVAATESAY. The MHC is HLA-DQA10104-DQB10503 with pseudo-sequence HLA-DQA10104-DQB10503. The binding affinity (normalized) is 0.165. (5) The peptide sequence is QEMENFLGPIAVGGL. The MHC is DRB4_0103 with pseudo-sequence DRB4_0103. The binding affinity (normalized) is 0.511.